This data is from Full USPTO retrosynthesis dataset with 1.9M reactions from patents (1976-2016). The task is: Predict the reactants needed to synthesize the given product. (1) Given the product [Br:1][C:2]([Br:5])=[CH:62][C@H:52]1[CH2:51][CH2:50][C@H:49]2[C@H:48]3[C@H:57]([CH2:56][CH2:55][C@:53]12[CH3:54])[C@:58]1([CH3:61])[C@H:45]([CH2:44][C@H:43]([O:42][Si:25]([C:38]([CH3:39])([CH3:41])[CH3:40])([C:32]2[CH:33]=[CH:34][CH:35]=[CH:36][CH:37]=2)[C:26]2[CH:31]=[CH:30][CH:29]=[CH:28][CH:27]=2)[CH2:60][CH2:59]1)[CH2:46][CH2:47]3, predict the reactants needed to synthesize it. The reactants are: [Br:1][C:2]([Br:5])(Br)Br.C1(P(C2C=CC=CC=2)C2C=CC=CC=2)C=CC=CC=1.[Si:25]([O:42][C@@H:43]1[CH2:60][CH2:59][C@@:58]2([CH3:61])[C@@H:45]([CH2:46][CH2:47][C@@H:48]3[C@@H:57]2[CH2:56][CH2:55][C@@:53]2([CH3:54])[C@H:49]3[CH2:50][CH2:51][C@@H:52]2[CH:62]=O)[CH2:44]1)([C:38]([CH3:41])([CH3:40])[CH3:39])([C:32]1[CH:37]=[CH:36][CH:35]=[CH:34][CH:33]=1)[C:26]1[CH:31]=[CH:30][CH:29]=[CH:28][CH:27]=1. (2) Given the product [F:3][C:4]1[CH:9]=[C:8]([C:10]2[S:27][C:26]([C:25]3[CH:29]=[CH:30][C:22]([S:21][CH3:20])=[CH:23][CH:24]=3)=[N:28][C:11]=2[C:13]2[CH:18]=[CH:17][CH:16]=[C:15]([CH3:19])[CH:14]=2)[CH:7]=[CH:6][N:5]=1, predict the reactants needed to synthesize it. The reactants are: BrBr.[F:3][C:4]1[CH:9]=[C:8]([CH2:10][C:11]([C:13]2[CH:18]=[CH:17][CH:16]=[C:15]([CH3:19])[CH:14]=2)=O)[CH:7]=[CH:6][N:5]=1.[CH3:20][S:21][C:22]1[CH:30]=[CH:29][C:25]([C:26]([NH2:28])=[S:27])=[CH:24][CH:23]=1.C(=O)([O-])O.[Na+]. (3) Given the product [Br:34][C:10]1[N:9]2[CH:13]=[C:14]([CH:16]3[CH2:19][N:18]([C:20]([O:22][C:23]([CH3:26])([CH3:25])[CH3:24])=[O:21])[CH2:17]3)[N:15]=[C:8]2[C:7]([N:4]2[CH2:3][CH2:2][O:1][CH2:6][CH2:5]2)=[N:12][CH:11]=1, predict the reactants needed to synthesize it. The reactants are: [O:1]1[CH2:6][CH2:5][N:4]([C:7]2[C:8]3[N:9]([CH:13]=[C:14]([CH:16]4[CH2:19][N:18]([C:20]([O:22][C:23]([CH3:26])([CH3:25])[CH3:24])=[O:21])[CH2:17]4)[N:15]=3)[CH:10]=[CH:11][N:12]=2)[CH2:3][CH2:2]1.C1C(=O)N([Br:34])C(=O)C1. (4) Given the product [CH2:1]([O:3][C:4]([C:5]1([C:6]#[N:7])[CH2:11][CH2:10]1)=[O:8])[CH3:2], predict the reactants needed to synthesize it. The reactants are: [CH2:1]([O:3][C:4](=[O:8])[CH2:5][C:6]#[N:7])[CH3:2].Br[CH2:10][CH2:11]Br.C([O-])([O-])=O.[K+].[K+].O. (5) Given the product [CH2:1]([O:3][C:4](=[O:11])[CH:5]([C:15](=[S:16])[NH:14][CH2:12][CH3:13])[C:6]([O:8][CH2:9][CH3:10])=[O:7])[CH3:2], predict the reactants needed to synthesize it. The reactants are: [CH2:1]([O:3][C:4](=[O:11])[CH2:5][C:6]([O:8][CH2:9][CH3:10])=[O:7])[CH3:2].[CH2:12]([N:14]=[C:15]=[S:16])[CH3:13].